From a dataset of Reaction yield outcomes from USPTO patents with 853,638 reactions. Predict the reaction yield, written as a fraction of the theoretical maximum amount of product (1.0 means a 100% yield; for example, 0.34 means a 34% yield). (1) The reactants are [Br:1][C:2]1[CH:3]=[C:4]2[C:9](=[C:10]([C:12]([OH:14])=[O:13])[CH:11]=1)[O:8][C:7]([CH3:16])([CH3:15])[CH2:6][C:5]2([CH3:18])[CH3:17].C(N(CC)CC)C.Cl[C:27]1C=C(Cl)C=[C:32](Cl)[C:28]=1[C:29](Cl)=O.CC(O)(C)C. The catalyst is O1CCCC1.C1C=CC=CC=1.CN(C)C1C=CN=CC=1.C(OCC)(=O)C.CCCCCC. The product is [C:28]([O:13][C:12]([C:10]1[CH:11]=[C:2]([Br:1])[CH:3]=[C:4]2[C:9]=1[O:8][C:7]([CH3:16])([CH3:15])[CH2:6][C:5]2([CH3:18])[CH3:17])=[O:14])([CH3:32])([CH3:29])[CH3:27]. The yield is 0.400. (2) The reactants are [NH2:1][C:2]1[NH:6][N:5]=[C:4]([CH3:7])[C:3]=1[C:8]1[S:9][C:10]2[CH:16]=[C:15]([S:17](Cl)(=[O:19])=[O:18])[CH:14]=[CH:13][C:11]=2[N:12]=1.[N:21]1[CH:26]=[CH:25][C:24]([CH2:27][NH2:28])=[CH:23][CH:22]=1.CN1CCOCC1. The catalyst is CO. The product is [N:21]1[CH:26]=[CH:25][C:24]([CH2:27][NH:28][S:17]([C:15]2[CH:14]=[CH:13][C:11]3[N:12]=[C:8]([C:3]4[C:4]([CH3:7])=[N:5][NH:6][C:2]=4[NH2:1])[S:9][C:10]=3[CH:16]=2)(=[O:19])=[O:18])=[CH:23][CH:22]=1. The yield is 0.110. (3) The reactants are CI.[C:3]1([CH2:9][O:10][C:11]([C:13]2([NH:19][C:20]([N:22]3[CH2:26][CH2:25][NH:24][C:23]3=[O:27])=[O:21])[CH2:18][CH2:17][CH2:16][CH2:15][CH2:14]2)=[O:12])[CH:8]=[CH:7][CH:6]=[CH:5][CH:4]=1.[C:28](=O)([O-])[O-].[K+].[K+]. The catalyst is C(#N)C. The product is [C:3]1([CH2:9][O:10][C:11]([C:13]2([NH:19][C:20]([N:22]3[CH2:26][CH2:25][N:24]([CH3:28])[C:23]3=[O:27])=[O:21])[CH2:18][CH2:17][CH2:16][CH2:15][CH2:14]2)=[O:12])[CH:8]=[CH:7][CH:6]=[CH:5][CH:4]=1. The yield is 0.500. (4) The reactants are Cl.[CH3:2][N:3]1[CH:8]2[CH2:9][O:10][CH2:11][CH:4]1[CH2:5][NH:6][CH2:7]2.Br[C:13]1[CH:14]=[CH:15][C:16]([N+:19]([O-:21])=[O:20])=[N:17][CH:18]=1.C([O-])([O-])=O.[Cs+].[Cs+]. The catalyst is CS(C)=O. The product is [CH3:2][N:3]1[CH:8]2[CH2:9][O:10][CH2:11][CH:4]1[CH2:5][N:6]([C:13]1[CH:18]=[N:17][C:16]([N+:19]([O-:21])=[O:20])=[CH:15][CH:14]=1)[CH2:7]2. The yield is 0.720. (5) The reactants are Cl.[NH:2]1[CH2:5][CH:4]([N:6]2[CH:10]=[CH:9][CH:8]=[N:7]2)[CH2:3]1.[CH:11]([CH:13]1[CH2:18][CH2:17][N:16]([C:19]([O:21][C:22]([CH3:25])([CH3:24])[CH3:23])=[O:20])[CH2:15][CH2:14]1)=O.C(O[BH-](OC(=O)C)OC(=O)C)(=O)C.[Na+]. The catalyst is C(Cl)Cl.CC(C)[O-].[Ti+4].CC(C)[O-].CC(C)[O-].CC(C)[O-]. The product is [N:6]1([CH:4]2[CH2:5][N:2]([CH2:11][CH:13]3[CH2:18][CH2:17][N:16]([C:19]([O:21][C:22]([CH3:23])([CH3:25])[CH3:24])=[O:20])[CH2:15][CH2:14]3)[CH2:3]2)[CH:10]=[CH:9][CH:8]=[N:7]1. The yield is 0.0800. (6) The reactants are [CH:1]([SiH:4]([CH:18]([CH3:20])[CH3:19])[C:5]1[CH:16]=[CH:15][C:8]([O:9][CH2:10][CH2:11][C:12]([OH:14])=O)=[CH:7][C:6]=1[CH3:17])([CH3:3])[CH3:2].Cl.CN(C)CCCN=C=NCC.[CH2:33]([NH2:40])[C:34]1[CH:39]=[CH:38][CH:37]=[CH:36][CH:35]=1. The catalyst is ClCCl. The product is [CH2:33]([NH:40][C:12](=[O:14])[CH2:11][CH2:10][O:9][C:8]1[CH:15]=[CH:16][C:5]([SiH:4]([CH:1]([CH3:2])[CH3:3])[CH:18]([CH3:20])[CH3:19])=[C:6]([CH3:17])[CH:7]=1)[C:34]1[CH:39]=[CH:38][CH:37]=[CH:36][CH:35]=1. The yield is 0.800.